From a dataset of Full USPTO retrosynthesis dataset with 1.9M reactions from patents (1976-2016). Predict the reactants needed to synthesize the given product. (1) The reactants are: [CH3:1][O:2][C:3]1[CH:4]=[C:5]([N:12]2[CH2:17][CH2:16][CH:15]([C:18]([OH:20])=O)[CH2:14][CH2:13]2)[CH:6]=[CH:7][C:8]=1[N+:9]([O-:11])=[O:10].[NH:21]1[CH2:26][CH2:25][O:24][CH2:23][CH2:22]1.CCN(C(C)C)C(C)C.CN(C(ON1N=NC2C=CC=NC1=2)=[N+](C)C)C.F[P-](F)(F)(F)(F)F. Given the product [CH3:1][O:2][C:3]1[CH:4]=[C:5]([N:12]2[CH2:13][CH2:14][CH:15]([C:18]([N:21]3[CH2:26][CH2:25][O:24][CH2:23][CH2:22]3)=[O:20])[CH2:16][CH2:17]2)[CH:6]=[CH:7][C:8]=1[N+:9]([O-:11])=[O:10], predict the reactants needed to synthesize it. (2) Given the product [CH2:29]([O:28][C:26](=[O:27])[NH:25][C@@H:23]([CH3:24])[CH2:22][N:20]1[C:21]2[C:17](=[CH:16][CH:15]=[C:14]3[O:36][C:11]([C:9](=[O:10])[NH:42][CH2:41][CH2:39][OH:40])=[CH:12][C:13]3=2)[CH:18]=[N:19]1)[C:30]1[CH:35]=[CH:34][CH:33]=[CH:32][CH:31]=1, predict the reactants needed to synthesize it. The reactants are: C(O[C:9]([C:11]1[O:36][C:14]2=[CH:15][CH:16]=[C:17]3[C:21]([N:20]([CH2:22][C@@H:23]([NH:25][C:26]([O:28][CH2:29][C:30]4[CH:35]=[CH:34][CH:33]=[CH:32][CH:31]=4)=[O:27])[CH3:24])[N:19]=[CH:18]3)=[C:13]2[CH:12]=1)=[O:10])C1C=CC=CC=1.[Cl-].[NH4+].[CH2:39]([CH2:41][NH2:42])[OH:40].